This data is from Reaction yield outcomes from USPTO patents with 853,638 reactions. The task is: Predict the reaction yield, written as a fraction of the theoretical maximum amount of product (1.0 means a 100% yield; for example, 0.34 means a 34% yield). (1) The reactants are [NH2:1][C:2]1[CH:3]=[C:4]([C:8]2[C:16]3[C:11](=[CH:12][CH:13]=[C:14]([C:17]([NH2:19])=[O:18])[CH:15]=3)[N:10](C3CCCCO3)[N:9]=2)[CH:5]=[CH:6][CH:7]=1.[F:26][C:27]1[CH:28]=[C:29]([CH2:34][C:35](O)=[O:36])[CH:30]=[CH:31][C:32]=1[F:33].CCN=C=NCCCN(C)C. No catalyst specified. The product is [F:26][C:27]1[CH:28]=[C:29]([CH2:34][C:35]([NH:1][C:2]2[CH:3]=[C:4]([C:8]3[C:16]4[C:11](=[CH:12][CH:13]=[C:14]([C:17]([NH2:19])=[O:18])[CH:15]=4)[NH:10][N:9]=3)[CH:5]=[CH:6][CH:7]=2)=[O:36])[CH:30]=[CH:31][C:32]=1[F:33]. The yield is 0.100. (2) The catalyst is O1CCOCC1. The yield is 0.500. The product is [OH:27][CH:24]1[CH2:23][CH2:22][CH:21]([NH:20][C:14]2[CH:13]=[C:12]([C:7]3[C:8]4[C:3](=[C:2]([B:28]5[O:32][C:31]([CH3:34])([CH3:33])[C:30]([CH3:36])([CH3:35])[O:29]5)[CH:11]=[CH:10][CH:9]=4)[CH:4]=[CH:5][N:6]=3)[CH:19]=[CH:18][C:15]=2[C:16]#[N:17])[CH2:26][CH2:25]1. The reactants are Br[C:2]1[CH:11]=[CH:10][CH:9]=[C:8]2[C:3]=1[CH:4]=[CH:5][N:6]=[C:7]2[C:12]1[CH:19]=[CH:18][C:15]([C:16]#[N:17])=[C:14]([NH:20][CH:21]2[CH2:26][CH2:25][CH:24]([OH:27])[CH2:23][CH2:22]2)[CH:13]=1.[B:28]1([B:28]2[O:32][C:31]([CH3:34])([CH3:33])[C:30]([CH3:36])([CH3:35])[O:29]2)[O:32][C:31]([CH3:34])([CH3:33])[C:30]([CH3:36])([CH3:35])[O:29]1.C([O-])(=O)C.[K+].C(Cl)(Cl)Cl. (3) The reactants are [CH3:1][C:2]1[C:3]2[N:4]([C:8]([C@@H:29]3[CH2:34][CH2:33][CH2:32][CH2:31][NH:30]3)=[N:9][C:10]=2[C:11]2[CH:28]=[CH:27][C:14]([C:15]([NH:17][C:18]3[CH:23]=[C:22]([CH2:24][CH2:25][CH3:26])[CH:21]=[CH:20][N:19]=3)=[O:16])=[CH:13][CH:12]=2)[CH:5]=[CH:6][N:7]=1.[CH:35]([S:37](Cl)(=[O:39])=[O:38])=[CH2:36]. No catalyst specified. The product is [CH3:1][C:2]1[C:3]2[N:4]([C:8]([C@@H:29]3[CH2:34][CH2:33][CH2:32][CH2:31][N:30]3[S:37]([CH:35]=[CH2:36])(=[O:39])=[O:38])=[N:9][C:10]=2[C:11]2[CH:28]=[CH:27][C:14]([C:15]([NH:17][C:18]3[CH:23]=[C:22]([CH2:24][CH2:25][CH3:26])[CH:21]=[CH:20][N:19]=3)=[O:16])=[CH:13][CH:12]=2)[CH:5]=[CH:6][N:7]=1. The yield is 0.223. (4) The yield is 0.260. The reactants are [C:1]([C:3]1[C:4]([NH2:9])=[N:5][CH:6]=[CH:7][CH:8]=1)#[CH:2].[CH2:10]([O:17][C:18]1[CH:23]=[CH:22][C:21]([CH2:24][C:25](Cl)=[N:26][OH:27])=[CH:20][N:19]=1)[C:11]1[CH:16]=[CH:15][CH:14]=[CH:13][CH:12]=1.C(N(CC)CC)C. The catalyst is O1CCCC1. The product is [CH2:10]([O:17][C:18]1[N:19]=[CH:20][C:21]([CH2:24][C:25]2[CH:2]=[C:1]([C:3]3[C:4]([NH2:9])=[N:5][CH:6]=[CH:7][CH:8]=3)[O:27][N:26]=2)=[CH:22][CH:23]=1)[C:11]1[CH:12]=[CH:13][CH:14]=[CH:15][CH:16]=1. (5) The reactants are C([C@@H:3]([NH:15][S@](C1C=CC(C)=CC=1)=O)[C@@H:4]([CH3:14])[C@@H:5]([O:7][CH:8]1CCCC[O:9]1)[CH3:6])#N.[ClH:25]. No catalyst specified. The product is [ClH:25].[NH2:15][C@H:3]1[C@@H:4]([CH3:14])[C@H:5]([CH3:6])[O:7][C:8]1=[O:9]. The yield is 1.00.